From a dataset of Full USPTO retrosynthesis dataset with 1.9M reactions from patents (1976-2016). Predict the reactants needed to synthesize the given product. (1) Given the product [C:1]([C:5]1[CH:31]=[CH:30][CH:29]=[CH:28][C:6]=1[O:7][C:8]1[C:13]([NH:14][C:15]2[NH:16][C:17]3[CH:23]=[C:22]([CH2:24][OH:25])[CH:21]=[CH:20][C:18]=3[N:19]=2)=[CH:12][CH:11]=[CH:10][N:9]=1)([CH3:4])([CH3:2])[CH3:3], predict the reactants needed to synthesize it. The reactants are: [C:1]([C:5]1[CH:31]=[CH:30][CH:29]=[CH:28][C:6]=1[O:7][C:8]1[C:13]([NH:14][C:15]2[NH:16][C:17]3[CH:23]=[C:22]([C:24](OC)=[O:25])[CH:21]=[CH:20][C:18]=3[N:19]=2)=[CH:12][CH:11]=[CH:10][N:9]=1)([CH3:4])([CH3:3])[CH3:2].[H-].[H-].[H-].[H-].[Li+].[Al+3]. (2) Given the product [Br:10][C:11]1[CH:16]=[CH:15][C:14]([C:17]([F:19])([F:20])[F:18])=[CH:13][C:12]=1[C@@H:21]([NH:26][C:28](=[O:29])[O:30][CH2:31][C:32]1[CH:37]=[CH:36][CH:35]=[CH:34][CH:33]=1)[CH2:22][CH2:23][CH:24]=[CH2:25], predict the reactants needed to synthesize it. The reactants are: CCN(C(C)C)C(C)C.[Br:10][C:11]1[CH:16]=[CH:15][C:14]([C:17]([F:20])([F:19])[F:18])=[CH:13][C:12]=1[C@@H:21]([NH2:26])[CH2:22][CH2:23][CH:24]=[CH2:25].Cl[C:28]([O:30][CH2:31][C:32]1[CH:37]=[CH:36][CH:35]=[CH:34][CH:33]=1)=[O:29]. (3) Given the product [N+:30]([C:33]1[CH:38]=[CH:37][CH:36]=[CH:35][C:34]=1[C:39]1[CH:44]=[CH:43][C:42]([CH2:45][N:46]([CH2:47][CH2:48][CH2:49][CH2:50][CH3:51])[C:57](=[O:20])[NH:54][C:3]2[C:7]([F:12])=[CH:8][C:9]([F:11])=[CH:10][C:2]=2[F:1])=[CH:41][CH:40]=1)([O-:32])=[O:31], predict the reactants needed to synthesize it. The reactants are: [F:1][C:2]1[CH:10]=[C:9]([F:11])[CH:8]=[C:7]([F:12])[C:3]=1C(O)=O.C1(P(N=[N+]=[N-])(C2C=CC=CC=2)=[O:20])C=CC=CC=1.[N+:30]([C:33]1[CH:38]=[CH:37][CH:36]=[CH:35][C:34]=1[C:39]1[CH:44]=[CH:43][C:42]([CH2:45][NH:46][CH2:47][CH2:48][CH2:49][CH2:50][CH3:51])=[CH:41][CH:40]=1)([O-:32])=[O:31].C([N:54]([CH2:57]C)CC)C.